Dataset: Forward reaction prediction with 1.9M reactions from USPTO patents (1976-2016). Task: Predict the product of the given reaction. (1) Given the reactants [C:1]([OH:11])(=O)[CH:2]=[CH:3][C:4]1[CH:9]=[CH:8][CH:7]=[CH:6][CH:5]=1.ClC(Cl)(O[C:16](=[O:22])OC(Cl)(Cl)Cl)Cl.N1C(C)=CC(C)=[CH:26][C:25]=1C.[CH2:33]([O:36][C:37]1[C:48]([O:49][CH3:50])=[C:47]([NH:51][C:52](=[O:91])[C:53]2[CH:58]=[CH:57][C:56]([NH:59][C:60]([C:62]3[CH:67]=[CH:66][C:65]([NH:68][C:69](=[O:84])[C@@H:70]([NH:74][C:75](=[O:83])[C:76]4[CH:81]=[CH:80][C:79]([NH2:82])=[CH:78][CH:77]=4)[CH2:71][C:72]#[N:73])=[CH:64][N:63]=3)=[O:61])=[C:55]([O:85][CH3:86])[C:54]=2[O:87][CH2:88][CH:89]=[CH2:90])[CH:46]=[CH:45][C:38]=1[C:39]([O:41][CH2:42][CH:43]=[CH2:44])=[O:40])[CH:34]=[CH2:35].[CH3:92]CN(C(C)C)C(C)C, predict the reaction product. The product is: [CH2:33]([O:36][C:37]1[C:48]([O:49][CH3:50])=[C:47]([NH:51][C:52](=[O:91])[C:53]2[CH:58]=[CH:57][C:56]([NH:59][C:60]([C:62]3[CH:67]=[CH:66][C:65]([NH:68][C:69](=[O:84])[C@@H:70]([NH:74][C:75](=[O:83])[C:76]4[CH:81]=[CH:80][C:79]([NH:82][C:1](=[O:11])/[C:2](/[CH3:92])=[CH:3]/[C:4]5[CH:5]=[CH:6][C:7]([O:22][CH2:16][CH:25]=[CH2:26])=[CH:8][CH:9]=5)=[CH:78][CH:77]=4)[CH2:71][C:72]#[N:73])=[CH:64][N:63]=3)=[O:61])=[C:55]([O:85][CH3:86])[C:54]=2[O:87][CH2:88][CH:89]=[CH2:90])[CH:46]=[CH:45][C:38]=1[C:39]([O:41][CH2:42][CH:43]=[CH2:44])=[O:40])[CH:34]=[CH2:35]. (2) Given the reactants Br[CH:2]([CH3:8])[C:3]([O:5][CH2:6][CH3:7])=[O:4].[CH2:9]([NH:11][CH2:12][CH3:13])[CH3:10], predict the reaction product. The product is: [CH2:6]([O:5][C:3](=[O:4])[CH:2]([N:11]([CH2:12][CH3:13])[CH2:9][CH3:10])[CH3:8])[CH3:7]. (3) Given the reactants [F:1][C:2]1[CH:10]=[CH:9][C:8]2[NH:7][C:6]3[CH:11]=[N:12][N:13](C4CCCCO4)[C:5]=3[C:4]=2[CH:3]=1.Br[C:21]1[CH:22]=[CH:23][C:24]([N:28]2[CH2:33][CH2:32][O:31][CH2:30][CH2:29]2)=[N:25][C:26]=1[CH3:27].C([O-])([O-])=O.[Cs+].[Cs+].CN(C=O)C, predict the reaction product. The product is: [F:1][C:2]1[CH:10]=[CH:9][C:8]2[N:7]([C:21]3[CH:22]=[CH:23][C:24]([N:28]4[CH2:33][CH2:32][O:31][CH2:30][CH2:29]4)=[N:25][C:26]=3[CH3:27])[C:6]3[CH:11]=[N:12][NH:13][C:5]=3[C:4]=2[CH:3]=1. (4) Given the reactants FC(F)(F)/C=C/[C:5]([OH:7])=[O:6].[C:10](Cl)(=O)C(Cl)=O.Cl.Cl.[NH2:18][CH2:19][CH2:20][NH:21][C:22]1[S:23][C:24]([NH:32][CH3:33])=[C:25]([C:27]([O:29][CH2:30][CH3:31])=[O:28])[N:26]=1.CCOP(O)N([CH:42]([CH3:44])[CH3:43])C(C)C, predict the reaction product. The product is: [C:42]([O:7][C:5]([NH:18][CH2:19][CH2:20][NH:21][C:22]1[S:23][C:24]([NH:32][CH3:33])=[C:25]([C:27]([O:29][CH2:30][CH3:31])=[O:28])[N:26]=1)=[O:6])([CH3:44])([CH3:10])[CH3:43]. (5) Given the reactants C([O:3][C:4]([C:6]1[N:7]=[N:8][N:9]([CH2:11][C:12]2[CH:17]=[CH:16][C:15]([O:18][CH3:19])=[CH:14][CH:13]=2)[N:10]=1)=[O:5])C.[OH-].[Na+], predict the reaction product. The product is: [CH3:19][O:18][C:15]1[CH:14]=[CH:13][C:12]([CH2:11][N:9]2[N:8]=[N:7][C:6]([C:4]([OH:5])=[O:3])=[N:10]2)=[CH:17][CH:16]=1.